Dataset: Catalyst prediction with 721,799 reactions and 888 catalyst types from USPTO. Task: Predict which catalyst facilitates the given reaction. (1) Reactant: [OH:1][CH2:2][C:3]1[CH:4]=[C:5]([CH:8]=[C:9]([CH3:11])[N:10]=1)[C:6]#[N:7].Cl.[NH2:13][OH:14]. Product: [OH:14][NH:13][C:6](=[NH:7])[C:5]1[CH:8]=[C:9]([CH3:11])[N:10]=[C:3]([CH2:2][OH:1])[CH:4]=1. The catalyst class is: 5. (2) Reactant: [NH2:1][C:2]1[C:7]([NH2:8])=[CH:6][CH:5]=[CH:4][N:3]=1.Br[CH2:10][C:11](=O)[C:12]([F:15])([F:14])[F:13]. Product: [F:13][C:12]([F:15])([F:14])[C:11]1[N:1]=[C:2]2[C:7]([NH2:8])=[CH:6][CH:5]=[CH:4][N:3]2[CH:10]=1. The catalyst class is: 8. (3) Reactant: [CH3:1][C:2]1[CH:20]=[CH:19][C:5]([CH2:6][NH:7][C:8]([C:10]2[N:11]=[C:12](I)[NH:13][C:14]=2[CH2:15][CH2:16][CH3:17])=[O:9])=[CH:4][CH:3]=1. Product: [CH3:1][C:2]1[CH:20]=[CH:19][C:5]([CH2:6][NH:7][C:8]([C:10]2[N:11]=[C:12]([C:12]3[NH:13][C:14]([CH2:15][CH2:16][CH3:17])=[C:10]([C:8]([NH:7][CH2:6][C:5]4[CH:19]=[CH:20][C:2]([CH3:1])=[CH:3][CH:4]=4)=[O:9])[N:11]=3)[NH:13][C:14]=2[CH2:15][CH2:16][CH3:17])=[O:9])=[CH:4][CH:3]=1. The catalyst class is: 5. (4) Reactant: [C:1]([O:5][C:6](=[O:25])[C@:7]([NH2:24])([CH3:23])[CH2:8][C:9]1[CH:10]=[N:11][C:12]([NH:15][C:16]([O:18][C:19]([CH3:22])([CH3:21])[CH3:20])=[O:17])=[CH:13][CH:14]=1)([CH3:4])([CH3:3])[CH3:2].[C:26](N1C=CN=C1)(N1C=CN=C1)=[O:27].[NH2:38][C@@H:39]1[CH2:50][O:49][CH2:48][CH2:47][CH2:46][CH2:45][O:44][CH2:43][C@@H:42]([CH:51]([CH3:53])[CH3:52])[NH:41][C:40]1=[O:54].FC(F)(F)C([O-])=O.C(N(CC)C(C)C)(C)C. Product: [C:1]([O:5][C:6](=[O:25])[C@:7]([NH:24][C:26]([NH:38][C@@H:39]1[CH2:50][O:49][CH2:48][CH2:47][CH2:46][CH2:45][O:44][CH2:43][C@H:42]([CH:51]([CH3:52])[CH3:53])[NH:41][C:40]1=[O:54])=[O:27])([CH3:23])[CH2:8][C:9]1[CH:10]=[N:11][C:12]([NH:15][C:16]([O:18][C:19]([CH3:22])([CH3:21])[CH3:20])=[O:17])=[CH:13][CH:14]=1)([CH3:3])([CH3:2])[CH3:4]. The catalyst class is: 3.